From a dataset of NCI-60 drug combinations with 297,098 pairs across 59 cell lines. Regression. Given two drug SMILES strings and cell line genomic features, predict the synergy score measuring deviation from expected non-interaction effect. (1) Drug 1: C1=NC2=C(N=C(N=C2N1C3C(C(C(O3)CO)O)F)Cl)N. Cell line: MDA-MB-435. Synergy scores: CSS=12.3, Synergy_ZIP=1.41, Synergy_Bliss=-2.95, Synergy_Loewe=-37.9, Synergy_HSA=-5.72. Drug 2: COC1=C2C(=CC3=C1OC=C3)C=CC(=O)O2. (2) Synergy scores: CSS=7.92, Synergy_ZIP=-3.66, Synergy_Bliss=-3.31, Synergy_Loewe=0.385, Synergy_HSA=-3.06. Cell line: NCI-H460. Drug 1: C1C(C(OC1N2C=NC3=C(N=C(N=C32)Cl)N)CO)O. Drug 2: C(CC(=O)O)C(=O)CN.Cl. (3) Drug 1: CCCS(=O)(=O)NC1=C(C(=C(C=C1)F)C(=O)C2=CNC3=C2C=C(C=N3)C4=CC=C(C=C4)Cl)F. Drug 2: CC1C(C(=O)NC(C(=O)N2CCCC2C(=O)N(CC(=O)N(C(C(=O)O1)C(C)C)C)C)C(C)C)NC(=O)C3=C4C(=C(C=C3)C)OC5=C(C(=O)C(=C(C5=N4)C(=O)NC6C(OC(=O)C(N(C(=O)CN(C(=O)C7CCCN7C(=O)C(NC6=O)C(C)C)C)C)C(C)C)C)N)C. Cell line: OVCAR-5. Synergy scores: CSS=14.3, Synergy_ZIP=15.2, Synergy_Bliss=18.6, Synergy_Loewe=12.0, Synergy_HSA=12.7.